Dataset: Full USPTO retrosynthesis dataset with 1.9M reactions from patents (1976-2016). Task: Predict the reactants needed to synthesize the given product. (1) The reactants are: Cl[C:2]1[N:7]=[C:6]([C:8]2[CH:13]=[CH:12][CH:11]=[CH:10][C:9]=2[O:14][CH3:15])[CH:5]=[CH:4][N:3]=1.[NH2:16][C:17]1[CH:18]=[C:19]([CH2:23][S:24]([NH2:27])(=[O:26])=[O:25])[CH:20]=[CH:21][CH:22]=1. Given the product [CH3:15][O:14][C:9]1[CH:10]=[CH:11][CH:12]=[CH:13][C:8]=1[C:6]1[CH:5]=[CH:4][N:3]=[C:2]([NH:16][C:17]2[CH:18]=[C:19]([CH2:23][S:24]([NH2:27])(=[O:25])=[O:26])[CH:20]=[CH:21][CH:22]=2)[N:7]=1, predict the reactants needed to synthesize it. (2) The reactants are: [Cl:1][C:2]1[N:7]=[C:6]([Cl:8])[N:5]=[C:4](Cl)[N:3]=1.[C:10](=O)(O)[O-:11].[Na+]. Given the product [Cl:1][C:2]1[N:7]=[C:6]([Cl:8])[N:5]=[C:4]([O:11][CH3:10])[N:3]=1, predict the reactants needed to synthesize it. (3) Given the product [CH3:35][O:36][CH2:37][C:38](=[C:17]1[CH2:16][CH2:15][N:14]([C:18]([O:20][CH2:21][CH:22]2[C:34]3[CH:33]=[CH:32][CH:31]=[CH:30][C:29]=3[C:28]3[C:23]2=[CH:24][CH:25]=[CH:26][CH:27]=3)=[O:19])[C:13]1=[O:12])[NH:42][C:43]1[CH:48]=[CH:47][CH:46]=[CH:45][CH:44]=1, predict the reactants needed to synthesize it. The reactants are: C([Li])CCC.CCCCCC.[O:12]=[C:13]1[CH2:17][CH2:16][CH2:15][N:14]1[C:18]([O:20][CH2:21][CH:22]1[C:34]2[CH:33]=[CH:32][CH:31]=[CH:30][C:29]=2[C:28]2[C:23]1=[CH:24][CH:25]=[CH:26][CH:27]=2)=[O:19].[CH3:35][O:36][CH2:37][C:38](Cl)=O.Cl.[NH2:42][C:43]1[CH:48]=[CH:47][CH:46]=[CH:45][CH:44]=1.O.C1(C)C=CC(S(O)(=O)=O)=CC=1.C(O)(=O)CC(CC(O)=O)(C(O)=O)O. (4) The reactants are: [Si:1]([O:8][CH2:9][CH:10]1[CH2:15][CH2:14][N:13]([CH:16]2[CH2:19][N:18]([C:20]3[CH:25]=[CH:24][C:23]([NH2:26])=[CH:22][CH:21]=3)[CH2:17]2)[CH2:12][CH2:11]1)([C:4]([CH3:7])([CH3:6])[CH3:5])([CH3:3])[CH3:2].Cl[C:28]1[C:33]([N+:34]([O-:36])=[O:35])=[CH:32][N:31]=[C:30]([O:37][CH3:38])[CH:29]=1. Given the product [Si:1]([O:8][CH2:9][CH:10]1[CH2:11][CH2:12][N:13]([CH:16]2[CH2:19][N:18]([C:20]3[CH:25]=[CH:24][C:23]([NH:26][C:28]4[C:33]([N+:34]([O-:36])=[O:35])=[CH:32][N:31]=[C:30]([O:37][CH3:38])[CH:29]=4)=[CH:22][CH:21]=3)[CH2:17]2)[CH2:14][CH2:15]1)([C:4]([CH3:7])([CH3:5])[CH3:6])([CH3:3])[CH3:2], predict the reactants needed to synthesize it. (5) Given the product [CH3:10][N:11]([C:22]1[CH:27]=[CH:26][C:25]([NH:28][C:29]([NH:31][C:32]2[CH:37]=[CH:36][CH:35]=[CH:34][CH:33]=2)=[O:30])=[CH:24][CH:23]=1)[S:12]([C:15]1[CH:16]=[CH:17][CH:18]=[C:19]([C:3]2[CH:2]=[N:1][CH:6]=[CH:5][CH:4]=2)[CH:20]=1)(=[O:13])=[O:14], predict the reactants needed to synthesize it. The reactants are: [N:1]1[CH:6]=[CH:5][CH:4]=[C:3](B(O)O)[CH:2]=1.[CH3:10][N:11]([C:22]1[CH:27]=[CH:26][C:25]([NH:28][C:29]([NH:31][C:32]2[CH:37]=[CH:36][CH:35]=[CH:34][CH:33]=2)=[O:30])=[CH:24][CH:23]=1)[S:12]([C:15]1[CH:20]=[CH:19][CH:18]=[C:17](Br)[CH:16]=1)(=[O:14])=[O:13].C([O-])([O-])=O.[Na+].[Na+]. (6) The reactants are: C(OC([N:8]1[CH2:13][CH2:12][CH:11]([CH2:14][NH:15][C:16](=[O:27])[C:17]2[CH:22]=[CH:21][C:20]([C:23]([CH3:26])([CH3:25])[CH3:24])=[CH:19][CH:18]=2)[CH2:10][CH2:9]1)=O)(C)(C)C.FC(F)(F)C(O)=O. Given the product [C:23]([C:20]1[CH:21]=[CH:22][C:17]([C:16]([NH:15][CH2:14][CH:11]2[CH2:10][CH2:9][NH:8][CH2:13][CH2:12]2)=[O:27])=[CH:18][CH:19]=1)([CH3:26])([CH3:24])[CH3:25], predict the reactants needed to synthesize it.